Task: Regression. Given two drug SMILES strings and cell line genomic features, predict the synergy score measuring deviation from expected non-interaction effect.. Dataset: NCI-60 drug combinations with 297,098 pairs across 59 cell lines (1) Drug 1: CC1C(C(CC(O1)OC2CC(CC3=C2C(=C4C(=C3O)C(=O)C5=C(C4=O)C(=CC=C5)OC)O)(C(=O)CO)O)N)O.Cl. Drug 2: C1CNP(=O)(OC1)N(CCCl)CCCl. Cell line: COLO 205. Synergy scores: CSS=2.85, Synergy_ZIP=0.668, Synergy_Bliss=3.42, Synergy_Loewe=-0.852, Synergy_HSA=0.633. (2) Drug 1: CCC1=C2CN3C(=CC4=C(C3=O)COC(=O)C4(CC)O)C2=NC5=C1C=C(C=C5)O. Drug 2: C#CCC(CC1=CN=C2C(=N1)C(=NC(=N2)N)N)C3=CC=C(C=C3)C(=O)NC(CCC(=O)O)C(=O)O. Cell line: MDA-MB-231. Synergy scores: CSS=21.0, Synergy_ZIP=-5.04, Synergy_Bliss=-2.65, Synergy_Loewe=-2.31, Synergy_HSA=-1.13. (3) Drug 1: CC=C1C(=O)NC(C(=O)OC2CC(=O)NC(C(=O)NC(CSSCCC=C2)C(=O)N1)C(C)C)C(C)C. Drug 2: C1CNP(=O)(OC1)N(CCCl)CCCl. Cell line: ACHN. Synergy scores: CSS=19.6, Synergy_ZIP=0.676, Synergy_Bliss=0.258, Synergy_Loewe=-2.59, Synergy_HSA=-2.55. (4) Drug 1: CC12CCC(CC1=CCC3C2CCC4(C3CC=C4C5=CN=CC=C5)C)O. Drug 2: C1=NC(=NC(=O)N1C2C(C(C(O2)CO)O)O)N. Cell line: UACC-257. Synergy scores: CSS=4.04, Synergy_ZIP=0.270, Synergy_Bliss=1.73, Synergy_Loewe=-2.70, Synergy_HSA=-2.50. (5) Drug 1: CN(CC1=CN=C2C(=N1)C(=NC(=N2)N)N)C3=CC=C(C=C3)C(=O)NC(CCC(=O)O)C(=O)O. Drug 2: CC1=C(C=C(C=C1)C(=O)NC2=CC(=CC(=C2)C(F)(F)F)N3C=C(N=C3)C)NC4=NC=CC(=N4)C5=CN=CC=C5. Cell line: SNB-19. Synergy scores: CSS=66.6, Synergy_ZIP=-1.16, Synergy_Bliss=0.943, Synergy_Loewe=-41.5, Synergy_HSA=1.96. (6) Drug 1: CN1C2=C(C=C(C=C2)N(CCCl)CCCl)N=C1CCCC(=O)O.Cl. Drug 2: N.N.Cl[Pt+2]Cl. Cell line: OVCAR3. Synergy scores: CSS=37.7, Synergy_ZIP=4.21, Synergy_Bliss=5.82, Synergy_Loewe=-18.4, Synergy_HSA=0.932.